From a dataset of Forward reaction prediction with 1.9M reactions from USPTO patents (1976-2016). Predict the product of the given reaction. (1) The product is: [Cl:1][C:2]1[C:3]2[N:4]([C:8]([C:19](=[O:22])[C:20]#[CH:21])=[C:9]([C:11]3[CH:16]=[CH:15][CH:14]=[C:13]([O:17][CH3:18])[CH:12]=3)[N:10]=2)[CH:5]=[CH:6][CH:7]=1. Given the reactants [Cl:1][C:2]1[C:3]2[N:4]([C:8]([CH:19]([OH:22])[C:20]#[CH:21])=[C:9]([C:11]3[CH:16]=[CH:15][CH:14]=[C:13]([O:17][CH3:18])[CH:12]=3)[N:10]=2)[CH:5]=[CH:6][CH:7]=1, predict the reaction product. (2) Given the reactants [N:1]1[CH:6]=[CH:5][CH:4]=[CH:3][C:2]=1[C:7]([OH:9])=O.CCN(C(C)C)C(C)C.C1CN([P+](ON2N=NC3C=CC=CC2=3)(N2CCCC2)N2CCCC2)CC1.F[P-](F)(F)(F)(F)F.O[NH:53][C:54]([C:56]1[CH:61]=[CH:60][CH:59]=[CH:58][N:57]=1)=[NH:55], predict the reaction product. The product is: [N:57]1[CH:58]=[CH:59][CH:60]=[CH:61][C:56]=1[C:54]1[N:55]=[C:7]([C:2]2[CH:3]=[CH:4][CH:5]=[CH:6][N:1]=2)[O:9][N:53]=1. (3) The product is: [C:1]([N:14]1[CH2:19][CH2:18][CH:17]([CH2:20][CH2:21][C:22]([O:24][CH2:25][CH3:26])=[O:23])[CH2:16][CH2:15]1)(=[O:12])/[CH:2]=[CH:3]/[CH2:4][CH2:5][CH2:6][CH2:7][CH2:8][CH2:9][CH3:10]. Given the reactants [C:1]([OH:12])(=O)/[CH:2]=[CH:3]/[CH2:4][CH2:5][CH2:6][CH2:7][CH2:8][CH2:9][CH3:10].Cl.[NH:14]1[CH2:19][CH2:18][CH:17]([CH2:20][CH2:21][C:22]([O:24][CH2:25][CH3:26])=[O:23])[CH2:16][CH2:15]1, predict the reaction product. (4) Given the reactants [CH:1]1[C:9]2[N:8]3[C:10]([C@@H:13]4[C@H:17]([CH3:18])[CH2:16][C@@H:15]([CH:19]=O)[CH2:14]4)=[CH:11][N:12]=[C:7]3[CH:6]=[N:5][C:4]=2[NH:3][CH:2]=1.Cl.[NH:22]1[CH2:25][CH:24]([C:26]#[N:27])[CH2:23]1.CO.C([BH3-])#N.[Na+], predict the reaction product. The product is: [CH:1]1[C:9]2[N:8]3[C:10]([C@@H:13]4[C@H:17]([CH3:18])[CH2:16][C@@H:15]([CH2:19][N:22]5[CH2:25][CH:24]([C:26]#[N:27])[CH2:23]5)[CH2:14]4)=[CH:11][N:12]=[C:7]3[CH:6]=[N:5][C:4]=2[NH:3][CH:2]=1.